The task is: Predict the product of the given reaction.. This data is from Forward reaction prediction with 1.9M reactions from USPTO patents (1976-2016). (1) Given the reactants [CH3:1][O:2][C:3]1[CH:4]=[C:5]2[C:10](=[CH:11][C:12]=1[O:13][CH3:14])[N:9]=[CH:8][CH:7]=[C:6]2[O:15][C:16]1[CH:22]=[CH:21][C:19]([NH2:20])=[CH:18][CH:17]=1.C(N(C(C)C)CC)(C)C.ClC(Cl)(O[C:36](=[O:42])OC(Cl)(Cl)Cl)Cl.[NH2:44][C:45]1[S:46][C:47]([CH2:50][CH3:51])=[N:48][N:49]=1, predict the reaction product. The product is: [CH3:1][O:2][C:3]1[CH:4]=[C:5]2[C:10](=[CH:11][C:12]=1[O:13][CH3:14])[N:9]=[CH:8][CH:7]=[C:6]2[O:15][C:16]1[CH:22]=[CH:21][C:19]([NH:20][C:36]([NH:44][C:45]2[S:46][C:47]([CH2:50][CH3:51])=[N:48][N:49]=2)=[O:42])=[CH:18][CH:17]=1. (2) Given the reactants [F:1][C:2]1[CH:3]=[CH:4][C:5]([O:11][CH3:12])=[C:6]([C@H:8]([OH:10])[CH3:9])[CH:7]=1.N[N:14]1[CH:19]=[C:18](Br)[CH:17]=[C:16]([Cl:21])[NH:15]1.C[Si](C)(C)[N-:24][Si](C)(C)C.[Na+], predict the reaction product. The product is: [Cl:21][C:16]1[N:15]=[N:14][C:19]([NH2:24])=[C:18]([O:10][C@@H:8]([C:6]2[CH:7]=[C:2]([F:1])[CH:3]=[CH:4][C:5]=2[O:11][CH3:12])[CH3:9])[CH:17]=1.